From a dataset of Retrosynthesis with 50K atom-mapped reactions and 10 reaction types from USPTO. Predict the reactants needed to synthesize the given product. (1) Given the product CCCCc1oc2ccc(N)cc2c1C(=O)c1ccc(OCCCN(CCCC)CCCC)cc1, predict the reactants needed to synthesize it. The reactants are: CCCCc1oc2ccc([N+](=O)[O-])cc2c1C(=O)c1ccc(OCCCN(CCCC)CCCC)cc1. (2) Given the product COC(=O)c1ccc(S(=O)(=O)N(Cc2ccccc2)c2ncc(C(F)(F)F)cc2Cl)cc1C, predict the reactants needed to synthesize it. The reactants are: COC(=O)c1ccc(S(=O)(=O)NCc2ccccc2)cc1C.FC(F)(F)c1cnc(Cl)c(Cl)c1. (3) Given the product CC(C)(C)CN(CC(=O)N1CCOCC1)C(=O)CBr, predict the reactants needed to synthesize it. The reactants are: CC(C)(C)CNCC(=O)N1CCOCC1.O=C(Br)CBr. (4) Given the product Cn1cc(C(=O)O)ccc1=O, predict the reactants needed to synthesize it. The reactants are: COC(=O)c1ccc(=O)n(C)c1.